From a dataset of Full USPTO retrosynthesis dataset with 1.9M reactions from patents (1976-2016). Predict the reactants needed to synthesize the given product. (1) Given the product [Cl:1][C:2]1[N:10]=[C:9]2[C:5]([N:6]=[CH:7][N:8]2[CH:11]([CH3:13])[CH3:12])=[C:4]([NH:15][CH2:16][CH2:17][C:18]2[CH:23]=[CH:22][C:21]([OH:24])=[CH:20][CH:19]=2)[N:3]=1, predict the reactants needed to synthesize it. The reactants are: [Cl:1][C:2]1[N:10]=[C:9]2[C:5]([N:6]=[CH:7][N:8]2[CH:11]([CH3:13])[CH3:12])=[C:4](Cl)[N:3]=1.[NH2:15][CH2:16][CH2:17][C:18]1[CH:23]=[CH:22][C:21]([OH:24])=[CH:20][CH:19]=1.C(N(CC)CC)C. (2) Given the product [Cl:1][C:2]1[CH:7]=[CH:6][C:5]([F:8])=[CH:4][C:3]=1[C:15]#[C:14][Si:11]([CH3:13])([CH3:12])[CH3:10], predict the reactants needed to synthesize it. The reactants are: [Cl:1][C:2]1[CH:7]=[CH:6][C:5]([F:8])=[CH:4][C:3]=1I.[CH3:10][Si:11]([C:14]#[CH:15])([CH3:13])[CH3:12].C(N(CC)C(C)C)(C)C. (3) Given the product [Br:15][C:12]1[C:7]([N:4]2[CH:5]=[CH:6][C:2]([I:1])=[N:3]2)=[CH:8][C:9]([O:13][CH3:14])=[N:10][CH:11]=1, predict the reactants needed to synthesize it. The reactants are: [I:1][C:2]1[CH:6]=[CH:5][N:4]([C:7]2[CH:12]=[CH:11][N:10]=[C:9]([O:13][CH3:14])[CH:8]=2)[N:3]=1.[Br:15]N1C(=O)CCC1=O. (4) Given the product [F:2][C:3]1[CH:4]=[CH:5][C:6]2[N:15]=[C:14]([N:16]3[CH2:26][CH2:25][NH:24][C@@H:23]([CH2:22][CH2:21][CH2:20][O:19][CH3:18])[CH2:28]3)[C:13]3[CH:12]=[CH:11][S:10][C:9]=3[NH:8][C:7]=2[CH:17]=1, predict the reactants needed to synthesize it. The reactants are: Cl.[F:2][C:3]1[CH:4]=[CH:5][C:6]2[N:15]=[C:14]([NH2:16])[C:13]3[CH:12]=[CH:11][S:10][C:9]=3[NH:8][C:7]=2[CH:17]=1.[CH3:18][O:19][CH2:20][CH2:21][CH2:22][C@H:23]1[CH2:28]N[CH2:26][CH2:25][NH:24]1.CS(C)=O.C1(C)C=CC=CC=1. (5) Given the product [OH:20][C:17]1[CH:16]=[CH:15][C:14]([C:12]2[S:13][C:9]([C:5]3[CH:4]=[C:3]([OH:2])[CH:8]=[CH:7][CH:6]=3)=[CH:10][N:11]=2)=[CH:19][CH:18]=1, predict the reactants needed to synthesize it. The reactants are: C[O:2][C:3]1[CH:4]=[C:5]([C:9]2[S:13][C:12]([C:14]3[CH:19]=[CH:18][C:17]([O:20]C)=[CH:16][CH:15]=3)=[N:11][CH:10]=2)[CH:6]=[CH:7][CH:8]=1. (6) Given the product [CH2:11]([C:9]1[CH:10]=[C:2]([C:13]([OH:15])=[O:14])[CH:3]=[C:4]2[C:8]=1[NH:7][N:6]=[CH:5]2)[CH3:12], predict the reactants needed to synthesize it. The reactants are: Br[C:2]1[CH:3]=[C:4]2[C:8](=[C:9]([CH2:11][CH3:12])[CH:10]=1)[NH:7][N:6]=[CH:5]2.[C:13](=O)([O-:15])[O-:14].[Na+].[Na+]. (7) The reactants are: [CH3:1][C:2]1[CH:7]=[CH:6][C:5]([C:8](=O)[CH2:9][C:10]([O:12]C)=[O:11])=[CH:4][CH:3]=1.Cl.[NH2:16]O.[OH-].[Na+].O. Given the product [CH3:1][C:2]1[CH:7]=[CH:6][C:5]([C:8]2[CH:9]=[C:10]([OH:12])[O:11][N:16]=2)=[CH:4][CH:3]=1, predict the reactants needed to synthesize it. (8) Given the product [O:22]1[CH2:23][CH:20]([C:5]2[CH:6]=[CH:7][C:2]([NH:1][C:24](=[O:27])[CH3:25])=[CH:3][CH:4]=2)[CH2:21]1, predict the reactants needed to synthesize it. The reactants are: [NH2:1][C@@H:2]1[CH2:7][CH2:6][CH2:5][CH2:4][C@H:3]1O.C[Si](C)(C)N[Si](C)(C)C.[Na].I[CH:20]1[CH2:23][O:22][CH2:21]1.[CH:24]([OH:27])(C)[CH3:25]. (9) Given the product [S:26]1[C:27]2[CH:33]=[CH:32][CH:31]=[CH:30][C:28]=2[N:29]=[C:25]1[NH:24][C:13](=[O:14])/[C:12](/[C:4]1[CH:5]=[CH:6][C:7]([S:8]([CH3:11])(=[O:10])=[O:9])=[C:2]([Cl:1])[CH:3]=1)=[N:16]/[O:17][CH:18]1[CH2:19][CH2:20][CH2:21][CH2:22][CH2:23]1, predict the reactants needed to synthesize it. The reactants are: [Cl:1][C:2]1[CH:3]=[C:4](/[C:12](=[N:16]\[O:17][CH:18]2[CH2:23][CH2:22][CH2:21][CH2:20][CH2:19]2)/[C:13](O)=[O:14])[CH:5]=[CH:6][C:7]=1[S:8]([CH3:11])(=[O:10])=[O:9].[NH2:24][C:25]1[S:26][C:27]2[CH:33]=[CH:32][CH:31]=[CH:30][C:28]=2[N:29]=1.C(N(CC)C(C)C)(C)C.